This data is from Reaction yield outcomes from USPTO patents with 853,638 reactions. The task is: Predict the reaction yield, written as a fraction of the theoretical maximum amount of product (1.0 means a 100% yield; for example, 0.34 means a 34% yield). (1) The reactants are [C:1]([O:4][CH2:5][CH:6](Br)[F:7])(=O)[CH3:2].[CH2:9]1C[O:12][CH2:11][CH2:10]1.C(OCC(Br)F)(=[O:16])C.C1COCC1.C(OC(C)C)(C)C. The catalyst is O. The product is [F:7][CH:6]([CH:11]([OH:12])[CH2:10][CH3:9])[C:5]([O:4][CH2:1][CH3:2])=[O:16]. The yield is 0.850. (2) The yield is 0.924. The catalyst is CCO.O. The reactants are C([C:3]1[CH:4]=[C:5]([CH:15]=[CH:16][C:17]=1[B:18]1[O:22]C(C)(C)[C:20](C)(C)[O:19]1)[O:6][C:7]1[CH:14]=[CH:13][C:10]([C:11]#[N:12])=[CH:9][N:8]=1)=O.[BH4-].[Na+].Cl.C([O-])(O)=O.[Na+]. The product is [OH:22][B:18]1[C:17]2[CH:3]=[CH:4][C:5]([O:6][C:7]3[CH:14]=[CH:13][C:10]([C:11]#[N:12])=[CH:9][N:8]=3)=[CH:15][C:16]=2[CH2:20][O:19]1. (3) The reactants are [NH2:1][C:2]1[CH:7]=[CH:6][CH:5]=[CH:4][CH:3]=1.C[Al](C)C.[CH2:12]([CH:16]1[CH2:20][O:19][C:18](=[O:21])[CH2:17]1)[CH2:13][CH2:14][CH3:15]. The catalyst is C1(C)C=CC=CC=1. The product is [C:2]1([NH:1][C:18](=[O:21])[CH2:17][CH:16]([CH2:20][OH:19])[CH2:12][CH2:13][CH2:14][CH3:15])[CH:7]=[CH:6][CH:5]=[CH:4][CH:3]=1. The yield is 0.700. (4) The reactants are [CH3:1][O:2][C:3]1[CH:22]=[C:21]([O:23][CH3:24])[CH:20]=[CH:19][C:4]=1[CH2:5][N:6]1[C:11](=[O:12])[C:10]2[CH:13]=[C:14]([CH2:16][CH3:17])[S:15][C:9]=2[NH:8][C:7]1=[O:18].Br[CH2:26][C:27]1[CH:32]=[CH:31][C:30]([C:33]2[CH:38]=[CH:37][CH:36]=[CH:35][C:34]=2[C:39]2[N:43]([CH2:44][O:45][CH2:46][CH2:47][O:48][CH3:49])[C:42](=[O:50])[O:41][N:40]=2)=[CH:29][CH:28]=1.C(=O)([O-])[O-].[K+].[K+]. The catalyst is C(#N)C. The product is [CH3:1][O:2][C:3]1[CH:22]=[C:21]([O:23][CH3:24])[CH:20]=[CH:19][C:4]=1[CH2:5][N:6]1[C:11](=[O:12])[C:10]2[CH:13]=[C:14]([CH2:16][CH3:17])[S:15][C:9]=2[N:8]([CH2:26][C:27]2[CH:32]=[CH:31][C:30]([C:33]3[CH:38]=[CH:37][CH:36]=[CH:35][C:34]=3[C:39]3[N:43]([CH2:44][O:45][CH2:46][CH2:47][O:48][CH3:49])[C:42](=[O:50])[O:41][N:40]=3)=[CH:29][CH:28]=2)[C:7]1=[O:18]. The yield is 0.790. (5) The reactants are [C:1]([CH2:3][C:4]([O:6][C:7]([CH3:10])([CH3:9])[CH3:8])=[O:5])#[N:2].C([O-])([O-])=O.[K+].[K+].Cl[C:18]1[C:23]([C:24]([F:27])([F:26])[F:25])=[CH:22][C:21]([N+:28]([O-:30])=[O:29])=[CH:20][N:19]=1. The catalyst is C1COCC1. The product is [C:1]([CH:3]([C:18]1[C:23]([C:24]([F:26])([F:27])[F:25])=[CH:22][C:21]([N+:28]([O-:30])=[O:29])=[CH:20][N:19]=1)[C:4]([O:6][C:7]([CH3:10])([CH3:9])[CH3:8])=[O:5])#[N:2]. The yield is 0.980. (6) The reactants are [N:1]1([C:6]([C@H:8]2[CH2:12][CH2:11][CH2:10][NH:9]2)=O)[CH2:5][CH2:4][CH2:3][CH2:2]1.Cl. The catalyst is C1COCC1. The product is [N:1]1([CH2:6][C@H:8]2[CH2:12][CH2:11][CH2:10][NH:9]2)[CH2:5][CH2:4][CH2:3][CH2:2]1. The yield is 0.730. (7) The reactants are [F:1][C:2]1[CH:7]=[C:6]([F:8])[CH:5]=[CH:4][C:3]=1[C:9]1[CH:14]=[CH:13][C:12]([O:15][CH2:16][C:17]2[CH:22]=[CH:21][CH:20]=[C:19]([N+:23]([O-])=O)[CH:18]=2)=[CH:11][CH:10]=1.[C:26]1(=[O:32])[O:31][C:29](=[O:30])[CH2:28][CH2:27]1. The catalyst is C1COCC1.[Pd]. The product is [F:1][C:2]1[CH:7]=[C:6]([F:8])[CH:5]=[CH:4][C:3]=1[C:9]1[CH:14]=[CH:13][C:12]([O:15][CH2:16][C:17]2[CH:18]=[C:19]([NH:23][C:26](=[O:32])[CH2:27][CH2:28][C:29]([OH:31])=[O:30])[CH:20]=[CH:21][CH:22]=2)=[CH:11][CH:10]=1. The yield is 0.207. (8) The product is [CH3:1][N:2]([CH2:3][CH2:4][N:5]1[CH2:10][CH2:9][S:8][C:7]2[CH:11]=[C:12]([N+:15]([O-:17])=[O:16])[CH:13]=[CH:14][C:6]1=2)[C:19](=[O:27])[O:20][C:21]1[CH:26]=[CH:25][CH:24]=[CH:23][CH:22]=1. The catalyst is ClCCl.C(N(CC)CC)C.O.C(=O)([O-])[O-].[Na+].[Na+]. The yield is 1.00. The reactants are [CH3:1][N:2](C)[CH2:3][CH2:4][N:5]1[CH2:10][CH2:9][S:8][C:7]2[CH:11]=[C:12]([N+:15]([O-:17])=[O:16])[CH:13]=[CH:14][C:6]1=2.[C:19](Cl)(=[O:27])[O:20][C:21]1[CH:26]=[CH:25][CH:24]=[CH:23][CH:22]=1.